From a dataset of Full USPTO retrosynthesis dataset with 1.9M reactions from patents (1976-2016). Predict the reactants needed to synthesize the given product. (1) Given the product [F:24][C:25]1[CH:32]=[CH:31][C:28]([C:29]([OH:36])([OH:30])[CH2:7][C:8]2[CH:9]=[CH:10][N:11]=[CH:12][CH:13]=2)=[CH:27][CH:26]=1, predict the reactants needed to synthesize it. The reactants are: C([Si](C)(C)O[CH2:7][C:8]1[CH:13]=[CH:12][N:11]=[CH:10][CH:9]=1)(C)(C)C.C([N-]C(C)C)(C)C.[Li+].[F:24][C:25]1[CH:32]=[CH:31][C:28]([CH:29]=[O:30])=[CH:27][CH:26]=1.C1C[O:36]CC1. (2) Given the product [F:16][C:17]1[CH:18]=[C:19]([CH:32]=[CH:33][CH:34]=1)[O:20][C:21]1[N:26]=[CH:25][C:24]([CH2:27][C:28]2[CH:7]=[C:6]([C:8]3[C:9]([NH2:15])=[N:10][C:11]([NH2:14])=[CH:12][CH:13]=3)[O:30][N:29]=2)=[CH:23][CH:22]=1, predict the reactants needed to synthesize it. The reactants are: O1CCCC1.[C:6]([C:8]1[C:9]([NH2:15])=[N:10][C:11]([NH2:14])=[CH:12][CH:13]=1)#[CH:7].[F:16][C:17]1[CH:18]=[C:19]([CH:32]=[CH:33][CH:34]=1)[O:20][C:21]1[N:26]=[CH:25][C:24]([CH2:27][C:28](Cl)=[N:29][OH:30])=[CH:23][CH:22]=1.C(N(CC)CC)C. (3) Given the product [C:1]([O:9][CH2:10][CH2:11][O:12][C:13]1[CH:14]=[C:15]([CH3:29])[C:16]([C:20]2[CH:25]=[CH:24][CH:23]=[C:22]([CH2:26][OH:27])[C:21]=2[CH3:28])=[C:17]([CH3:19])[CH:18]=1)(=[O:8])[C:2]1[CH:3]=[CH:4][CH:5]=[CH:6][CH:7]=1, predict the reactants needed to synthesize it. The reactants are: [C:1]([O:9][CH2:10][CH2:11][O:12][C:13]1[CH:18]=[C:17]([CH3:19])[C:16]([C:20]2[CH:25]=[CH:24][CH:23]=[C:22]([CH:26]=[O:27])[C:21]=2[CH3:28])=[C:15]([CH3:29])[CH:14]=1)(=[O:8])[C:2]1[CH:7]=[CH:6][CH:5]=[CH:4][CH:3]=1.CO.[BH4-].[Na+]. (4) Given the product [NH2:8][C:5]1[CH:6]=[CH:7][C:2]([F:1])=[C:3]([NH:11][C:12]([N:14]=[S:15]([CH3:17])([CH3:18])=[O:16])=[O:13])[CH:4]=1, predict the reactants needed to synthesize it. The reactants are: [F:1][C:2]1[CH:7]=[CH:6][C:5]([N+:8]([O-])=O)=[CH:4][C:3]=1[NH:11][C:12]([N:14]=[S:15]([CH3:18])([CH3:17])=[O:16])=[O:13].NC1C=CC(NC(N=S(C)(C)=O)=O)=CC=1. (5) Given the product [F:14][CH:12]([F:13])[N:7]1[C:8](=[O:11])[CH:9]=[CH:10][C:5]([C:3]([OH:4])=[O:2])=[CH:6]1, predict the reactants needed to synthesize it. The reactants are: C[O:2][C:3]([C:5]1[CH:10]=[CH:9][C:8](=[O:11])[N:7]([CH:12]([F:14])[F:13])[CH:6]=1)=[O:4].[OH-].[Na+].Cl. (6) Given the product [C:1]1([CH:13]=[CH:14][C:15]2[CH:20]=[CH:19][CH:18]=[CH:17][CH:16]=2)[CH:6]=[CH:5][CH:4]=[C:3]([CH2:7][CH2:8][C:21]#[N:22])[C:2]=1[CH2:10][CH2:11][C:32]#[N:33], predict the reactants needed to synthesize it. The reactants are: [C:1]1([CH:13]=[CH:14][C:15]2[CH:20]=[CH:19][CH:18]=[CH:17][CH:16]=2)[CH:6]=[CH:5][CH:4]=[C:3]([CH2:7][CH2:8]O)[C:2]=1[CH2:10][CH2:11]O.[C-:21]#[N:22].[K+].C[Si](Cl)(C)C.[OH-].[Na+].C[C:32]#[N:33]. (7) Given the product [CH2:1]([O:8][N:9]1[C:15](=[O:16])[N:14]2[CH2:17][CH:10]1[CH2:11][CH2:12][CH:13]2/[CH:18]=[N:21]/[OH:22])[C:2]1[CH:3]=[CH:4][CH:5]=[CH:6][CH:7]=1, predict the reactants needed to synthesize it. The reactants are: [CH2:1]([O:8][N:9]1[C:15](=[O:16])[N:14]2[CH2:17][C@H:10]1[CH2:11][CH2:12][C@H:13]2[CH:18]=O)[C:2]1[CH:7]=[CH:6][CH:5]=[CH:4][CH:3]=1.Cl.[NH2:21][OH:22].N1C=CC=CC=1.